This data is from Reaction yield outcomes from USPTO patents with 853,638 reactions. The task is: Predict the reaction yield, written as a fraction of the theoretical maximum amount of product (1.0 means a 100% yield; for example, 0.34 means a 34% yield). (1) The reactants are Cl.[NH2:2][C@@H:3]([C:6]1[CH:7]=[N:8][CH:9]=[C:10]([CH:13]=1)[C:11]#[N:12])[CH2:4][CH3:5].CCN(C(C)C)C(C)C.[C:23]([C:25]1[C:32](F)=[CH:31][CH:30]=[C:27]([C:28]#[N:29])[C:26]=1[C:34]#[N:35])#[CH:24].C([O-])(O)=O.[Na+]. The catalyst is CCOC(C)=O.[Cu]I.CN1C(=O)CCC1. The product is [C:11]([C:10]1[CH:13]=[C:6]([C@H:3]([N:2]2[C:32]3[C:25](=[C:26]([C:34]#[N:35])[C:27]([C:28]#[N:29])=[CH:30][CH:31]=3)[CH:23]=[CH:24]2)[CH2:4][CH3:5])[CH:7]=[N:8][CH:9]=1)#[N:12]. The yield is 0.350. (2) The reactants are [CH3:1][O:2][C:3]1[CH:11]=[CH:10][CH:9]=[C:8]2[C:4]=1[C:5]([NH2:12])=[N:6][NH:7]2.ClC1SC(S(NC2C3C(=CC=CC=3OC)N(CC3C=CC(CNC(=O)OC(C)(C)C)=CC=3)N=2)(=O)=O)=CC=1.[OH-].[K+].Cl[CH2:53][C:54]1[CH:62]=[CH:61][C:57]([C:58]([NH2:60])=[O:59])=[CH:56][CH:55]=1. The catalyst is CS(C)=O.O. The product is [NH2:12][C:5]1[C:4]2[C:8](=[CH:9][CH:10]=[CH:11][C:3]=2[O:2][CH3:1])[N:7]([CH2:53][C:54]2[CH:62]=[CH:61][C:57]([C:58]([NH2:60])=[O:59])=[CH:56][CH:55]=2)[N:6]=1. The yield is 0.800. (3) The reactants are [CH3:1][C:2]1[N:3]=[CH:4][NH:5][C:6]=1[C:7]1[CH:12]=[CH:11][CH:10]=[CH:9][CH:8]=1.[H-].[Na+].[CH3:15][Si:16]([CH2:19][CH2:20][O:21][CH2:22]Cl)([CH3:18])[CH3:17]. No catalyst specified. The product is [CH3:1][C:2]1[N:3]=[CH:4][N:5]([CH2:22][O:21][CH2:20][CH2:19][Si:16]([CH3:18])([CH3:17])[CH3:15])[C:6]=1[C:7]1[CH:8]=[CH:9][CH:10]=[CH:11][CH:12]=1. The yield is 0.460. (4) The reactants are C1(P(C2C=CC=CC=2)C2C=CC=CC=2)C=CC=CC=1.[OH:20][C:21]1[C:22]([CH2:34][CH:35]=[C:36]([CH3:39])[CH2:37]O)=[C:23]([O:32][CH3:33])[C:24]([CH3:31])=[C:25]2[C:29]=1[C:28](=[O:30])[O:27][CH2:26]2.C(Br)(Br)(Br)[Br:41]. The catalyst is ClCCl. The product is [Br:41][CH2:37][C:36]([CH3:39])=[CH:35][CH2:34][C:22]1[C:21]([OH:20])=[C:29]2[C:25]([CH2:26][O:27][C:28]2=[O:30])=[C:24]([CH3:31])[C:23]=1[O:32][CH3:33]. The yield is 0.420. (5) The reactants are [CH3:1][O:2][C:3]1[CH:8]=[CH:7][N:6]=[C:5]2[CH2:9][CH2:10][CH2:11][C:4]=12.S(=O)(=O)(O)O.[N+:17]([O-])([O-:19])=[O:18].[K+].[OH-].[Na+]. No catalyst specified. The product is [CH3:1][O:2][C:3]1[C:8]([N+:17]([O-:19])=[O:18])=[CH:7][N:6]=[C:5]2[CH2:9][CH2:10][CH2:11][C:4]=12. The yield is 0.410.